This data is from Full USPTO retrosynthesis dataset with 1.9M reactions from patents (1976-2016). The task is: Predict the reactants needed to synthesize the given product. (1) The reactants are: [N:1]1([C@H:13]2[CH2:17][CH2:16][C@H:15]([NH2:18])[CH2:14]2)[C:12]2[C:4](=[CH:5][N:6]=[C:7]3[C:11]=2[CH:10]=[CH:9][NH:8]3)[N:3]=[N:2]1.[F:19][C:20]([F:26])([F:25])[CH2:21][C:22](O)=[O:23].C1C=CC2N(O)N=NC=2C=1.CCN=C=NCCCN(C)C. Given the product [F:19][C:20]([F:26])([F:25])[CH2:21][C:22]([NH:18][C@H:15]1[CH2:16][CH2:17][C@H:13]([N:1]2[C:12]3[C:4](=[CH:5][N:6]=[C:7]4[C:11]=3[CH:10]=[CH:9][NH:8]4)[N:3]=[N:2]2)[CH2:14]1)=[O:23], predict the reactants needed to synthesize it. (2) Given the product [NH3:10].[NH2:10][C:11]1[C:12]2[N:13]([C:25]([CH3:29])=[C:26]([CH3:28])[N:27]=2)[CH:14]=[C:15]([C:17]2[CH:22]=[CH:21][C:20](=[O:23])[NH:19][CH:18]=2)[CH:16]=1, predict the reactants needed to synthesize it. The reactants are: CC1C=CC=C(C)C=1C[NH:10][C:11]1[C:12]2[N:13]([C:25]([CH3:29])=[C:26]([CH3:28])[N:27]=2)[CH:14]=[C:15]([C:17]2[CH:18]=[N:19][C:20]([O:23]C)=[CH:21][CH:22]=2)[CH:16]=1.Cl.